Dataset: Full USPTO retrosynthesis dataset with 1.9M reactions from patents (1976-2016). Task: Predict the reactants needed to synthesize the given product. (1) Given the product [CH3:1][O:2][C:3]1[CH:8]=[C:7]([N+:9]([O-:11])=[O:10])[CH:6]=[CH:5][C:4]=1[C:22]1[CH:27]=[C:26]([CH3:28])[N:25]=[CH:24][N:23]=1, predict the reactants needed to synthesize it. The reactants are: [CH3:1][O:2][C:3]1[CH:8]=[C:7]([N+:9]([O-:11])=[O:10])[CH:6]=[CH:5][C:4]=1B1OC(C)(C)C(C)(C)O1.Cl[C:22]1[CH:27]=[C:26]([CH3:28])[N:25]=[CH:24][N:23]=1.C(=O)([O-])[O-].[Na+].[Na+]. (2) Given the product [Br:1][C:2]1[CH:3]=[CH:4][C:5]([O:18][C:15]2[CH:16]=[CH:17][C:12]([F:11])=[CH:13][CH:14]=2)=[C:6]([CH:9]=1)[CH:7]=[O:8], predict the reactants needed to synthesize it. The reactants are: [Br:1][C:2]1[CH:3]=[CH:4][C:5](F)=[C:6]([CH:9]=1)[CH:7]=[O:8].[F:11][C:12]1[CH:17]=[CH:16][C:15]([OH:18])=[CH:14][CH:13]=1.C([O-])([O-])=O.[K+].[K+]. (3) Given the product [CH3:13][C:10]1[N:11]=[CH:12][C:7]([C:4]2[S:3][C:2]([NH:28][C:24]3[CH:23]=[C:22]([CH2:21][N:15]4[CH2:20][CH2:19][O:18][CH2:17][CH2:16]4)[CH:27]=[CH:26][N:25]=3)=[N:6][CH:5]=2)=[CH:8][CH:9]=1, predict the reactants needed to synthesize it. The reactants are: Cl[C:2]1[S:3][C:4]([C:7]2[CH:8]=[CH:9][C:10]([C:13]#N)=[N:11][CH:12]=2)=[CH:5][N:6]=1.[N:15]1([CH2:21][C:22]2[CH:27]=[CH:26][N:25]=[C:24]([NH2:28])[CH:23]=2)[CH2:20][CH2:19][O:18][CH2:17][CH2:16]1.[H-].[Na+]. (4) Given the product [O:16]=[C:17]1[CH2:18][CH2:19][C:20]([NH:29][C:9](=[O:10])[O:11][C:12]([CH3:13])([CH3:14])[CH3:15])([C:23]2[CH:28]=[CH:27][CH:26]=[CH:25][CH:24]=2)[CH2:21][CH2:22]1, predict the reactants needed to synthesize it. The reactants are: [C:9](O[C:9]([O:11][C:12]([CH3:15])([CH3:14])[CH3:13])=[O:10])([O:11][C:12]([CH3:15])([CH3:14])[CH3:13])=[O:10].[O:16]=[C:17]1[CH2:22][CH2:21][C:20]([NH2:29])([C:23]2[CH:28]=[CH:27][CH:26]=[CH:25][CH:24]=2)[CH2:19][CH2:18]1. (5) The reactants are: [Cl:1][C:2]1[CH:7]=[CH:6][C:5]([C:8]2[S:9][C:10]([CH:13]([OH:15])[CH3:14])=[CH:11][N:12]=2)=[CH:4][CH:3]=1.[H-].[Na+].Cl[C:19]1[C:24]([CH3:26])([CH3:25])[O:23][C:22]([CH3:28])([CH3:27])[C:21](=[O:29])[CH:20]=1. Given the product [Cl:1][C:2]1[CH:3]=[CH:4][C:5]([C:8]2[S:9][C:10]([CH:13]([O:15][C:19]3[C:24]([CH3:25])([CH3:26])[O:23][C:22]([CH3:28])([CH3:27])[C:21](=[O:29])[CH:20]=3)[CH3:14])=[CH:11][N:12]=2)=[CH:6][CH:7]=1, predict the reactants needed to synthesize it. (6) Given the product [C:1]([N:5]1[CH:9]=[C:8]([NH:10][C:18](=[O:19])[O:17][C:11]2[CH:16]=[CH:15][CH:14]=[CH:13][CH:12]=2)[CH:7]=[N:6]1)([CH3:4])([CH3:3])[CH3:2], predict the reactants needed to synthesize it. The reactants are: [C:1]([N:5]1[CH:9]=[C:8]([NH2:10])[CH:7]=[N:6]1)([CH3:4])([CH3:3])[CH3:2].[C:11]1([O:17][C:18](Cl)=[O:19])[CH:16]=[CH:15][CH:14]=[CH:13][CH:12]=1.C([O-])([O-])=O.[K+].[K+]. (7) The reactants are: Br[C:2]1[C:7]2[S:8][C:9]([C:11]3[C:18]([Cl:19])=[CH:17][CH:16]=[CH:15][C:12]=3[C:13]#[N:14])=[N:10][C:6]=2[C:5]([F:20])=[CH:4][N:3]=1.[NH2:21][C:22]1[N:27]=[CH:26][N:25]=[C:24]([CH2:28][OH:29])[CH:23]=1.CC1(C)C2C(=C(P(C3C=CC=CC=3)C3C=CC=CC=3)C=CC=2)OC2C(P(C3C=CC=CC=3)C3C=CC=CC=3)=CC=CC1=2.C([O-])([O-])=O.[Cs+].[Cs+]. Given the product [Cl:19][C:18]1[C:11]([C:9]2[S:8][C:7]3[C:2]([NH:21][C:22]4[CH:23]=[C:24]([CH2:28][OH:29])[N:25]=[CH:26][N:27]=4)=[N:3][CH:4]=[C:5]([F:20])[C:6]=3[N:10]=2)=[C:12]([CH:15]=[CH:16][CH:17]=1)[C:13]#[N:14], predict the reactants needed to synthesize it. (8) Given the product [Si:14]([O:1][CH2:2][C:3]([CH3:9])([CH3:8])[C:4]([O:6][CH3:7])=[O:5])([C:10]([CH3:13])([CH3:12])[CH3:11])([C:21]1[CH:22]=[CH:23][CH:24]=[CH:25][CH:26]=1)[C:15]1[CH:20]=[CH:19][CH:18]=[CH:17][CH:16]=1, predict the reactants needed to synthesize it. The reactants are: [OH:1][CH2:2][C:3]([CH3:9])([CH3:8])[C:4]([O:6][CH3:7])=[O:5].[C:10]([Si:14](Cl)([C:21]1[CH:26]=[CH:25][CH:24]=[CH:23][CH:22]=1)[C:15]1[CH:20]=[CH:19][CH:18]=[CH:17][CH:16]=1)([CH3:13])([CH3:12])[CH3:11].N1C=CN=C1.